Dataset: Full USPTO retrosynthesis dataset with 1.9M reactions from patents (1976-2016). Task: Predict the reactants needed to synthesize the given product. Given the product [CH3:4][O:5][C:6](=[O:27])[CH:7]([C:9]1[N:17]2[C:12]([CH:13]=[CH:14][CH:15]=[CH:16]2)=[C:11]([C:18](=[O:25])[C:19]2[CH:24]=[CH:23][CH:22]=[CH:21][CH:20]=2)[C:10]=1[CH3:26])[OH:8], predict the reactants needed to synthesize it. The reactants are: [BH4-].[Na+].O.[CH3:4][O:5][C:6](=[O:27])[C:7]([C:9]1[N:17]2[C:12]([CH:13]=[CH:14][CH:15]=[CH:16]2)=[C:11]([C:18](=[O:25])[C:19]2[CH:24]=[CH:23][CH:22]=[CH:21][CH:20]=2)[C:10]=1[CH3:26])=[O:8].C(O)(=O)C.